This data is from Reaction yield outcomes from USPTO patents with 853,638 reactions. The task is: Predict the reaction yield, written as a fraction of the theoretical maximum amount of product (1.0 means a 100% yield; for example, 0.34 means a 34% yield). The reactants are [CH:1]1[C:13]2[CH:12]([CH2:14][O:15][C:16](=[O:44])[NH:17][C:18]3[CH:23]=[CH:22][C:21]([S:24][C:25]4[CH:30]=[CH:29][C:28]([C:31](=[O:40])[NH:32][C:33]5[CH:34]=[N:35][CH:36]=[C:37]([Br:39])[CH:38]=5)=[CH:27][C:26]=4[N+:41]([O-])=O)=[CH:20][CH:19]=3)[C:11]3[C:6](=[CH:7][CH:8]=[CH:9][CH:10]=3)[C:5]=2[CH:4]=[CH:3][CH:2]=1.[Cl-].[NH4+].C(O)C.O1CCCC1. The catalyst is O.C(OCC)(=O)C.[Fe]. The product is [CH:1]1[C:13]2[CH:12]([CH2:14][O:15][C:16](=[O:44])[NH:17][C:18]3[CH:19]=[CH:20][C:21]([S:24][C:25]4[CH:30]=[CH:29][C:28]([C:31](=[O:40])[NH:32][C:33]5[CH:34]=[N:35][CH:36]=[C:37]([Br:39])[CH:38]=5)=[CH:27][C:26]=4[NH2:41])=[CH:22][CH:23]=3)[C:11]3[C:6](=[CH:7][CH:8]=[CH:9][CH:10]=3)[C:5]=2[CH:4]=[CH:3][CH:2]=1. The yield is 0.740.